From a dataset of Catalyst prediction with 721,799 reactions and 888 catalyst types from USPTO. Predict which catalyst facilitates the given reaction. (1) Reactant: FC(F)(F)S(O[C:7]1[CH2:12][CH2:11][CH:10]([O:13][CH3:14])[CH2:9][CH:8]=1)(=O)=O.[B:17]1([B:17]2[O:21][C:20]([CH3:23])([CH3:22])[C:19]([CH3:25])([CH3:24])[O:18]2)[O:21][C:20]([CH3:23])([CH3:22])[C:19]([CH3:25])([CH3:24])[O:18]1.C([O-])(=O)C.[K+]. Product: [CH3:14][O:13][CH:10]1[CH2:11][CH2:12][C:7]([B:17]2[O:21][C:20]([CH3:23])([CH3:22])[C:19]([CH3:25])([CH3:24])[O:18]2)=[CH:8][CH2:9]1. The catalyst class is: 12. (2) The catalyst class is: 3. Reactant: [Cl:1][C:2]1[C:3]2[NH:10][CH:9]=[CH:8][C:4]=2[N:5]=[CH:6][N:7]=1.[CH2:11](Br)[CH:12]=[CH2:13].[H-].[Na+]. Product: [CH2:13]([N:10]1[C:3]2[C:2]([Cl:1])=[N:7][CH:6]=[N:5][C:4]=2[CH:8]=[CH:9]1)[CH:12]=[CH2:11]. (3) Reactant: [C:1]([NH:9][C:10]([NH:12][C:13]1[CH:14]=[C:15]([C:19]([OH:21])=[O:20])[CH:16]=[N:17][CH:18]=1)=[S:11])(=[O:8])[C:2]1[CH:7]=[CH:6][CH:5]=[CH:4][CH:3]=1.[CH3:22][O-].[Na+].CI. Product: [C:1]([NH:9][C:10](=[N:12][C:13]1[CH:14]=[C:15]([C:19]([OH:21])=[O:20])[CH:16]=[N:17][CH:18]=1)[S:11][CH3:22])(=[O:8])[C:2]1[CH:7]=[CH:6][CH:5]=[CH:4][CH:3]=1. The catalyst class is: 5. (4) Reactant: [NH2:1][C:2]1[C:7]([N+:8]([O-:10])=[O:9])=[CH:6][C:5]([OH:11])=[CH:4][C:3]=1[Cl:12].CCN(C(C)C)C(C)C.[O:22]1[CH2:27][CH2:26][CH:25]([C:28](Cl)=[O:29])[CH2:24][CH2:23]1. Product: [Cl:12][C:3]1[CH:4]=[C:5]([OH:11])[CH:6]=[C:7]([N+:8]([O-:10])=[O:9])[C:2]=1[NH:1][C:28]([CH:25]1[CH2:26][CH2:27][O:22][CH2:23][CH2:24]1)=[O:29]. The catalyst class is: 2. (5) Reactant: Br[C:2]1[CH:3]=[C:4]([CH:9]=[CH:10][C:11]=1[CH2:12][CH3:13])[C:5]([O:7][CH3:8])=[O:6].[Cu][C:15]#[N:16]. Product: [C:15]([C:2]1[CH:3]=[C:4]([CH:9]=[CH:10][C:11]=1[CH2:12][CH3:13])[C:5]([O:7][CH3:8])=[O:6])#[N:16]. The catalyst class is: 179. (6) Reactant: [Cl:1][C:2]1[CH:7]=[CH:6][C:5]([Cl:8])=[CH:4][C:3]=1[CH:9]([N:11]1[CH2:16][CH2:15][N:14](C(OC(C)(C)C)=O)[CH2:13][CH2:12]1)[CH3:10].Cl. Product: [ClH:1].[Cl:1][C:2]1[CH:7]=[CH:6][C:5]([Cl:8])=[CH:4][C:3]=1[CH:9]([N:11]1[CH2:12][CH2:13][NH:14][CH2:15][CH2:16]1)[CH3:10]. The catalyst class is: 2. (7) Reactant: [CH2:1]([O:3][CH2:4][O:5][C@@H:6]([CH3:10])[C:7]([O-:9])=[O:8])[CH3:2].[Cs+].[I-].[Cs+].[NH2:14][C:15](=[O:58])[C:16]([CH3:57])([CH3:56])[CH2:17][NH:18][C:19]([C@H:21]([CH:53]([CH3:55])[CH3:54])[CH2:22][C@@H:23]1[O:27][CH2:26][N:25]([C:28]([O:30][CH2:31]Cl)=[O:29])[C@H:24]1[CH2:33][C@H:34]([CH2:38][C:39]1[CH:44]=[CH:43][C:42]([O:45][CH3:46])=[C:41]([O:47][CH2:48][CH2:49][CH2:50][O:51][CH3:52])[CH:40]=1)[CH:35]([CH3:37])[CH3:36])=[O:20].C(O)(=O)CC(CC(O)=O)(C(O)=O)O. Product: [NH2:14][C:15](=[O:58])[C:16]([CH3:56])([CH3:57])[CH2:17][NH:18][C:19]([C@H:21]([CH:53]([CH3:54])[CH3:55])[CH2:22][C@@H:23]1[O:27][CH2:26][N:25]([C:28]([O:30][CH2:31][O:8][C:7](=[O:9])[C@@H:6]([O:5][CH2:4][O:3][CH2:1][CH3:2])[CH3:10])=[O:29])[C@H:24]1[CH2:33][C@H:34]([CH2:38][C:39]1[CH:44]=[CH:43][C:42]([O:45][CH3:46])=[C:41]([O:47][CH2:48][CH2:49][CH2:50][O:51][CH3:52])[CH:40]=1)[CH:35]([CH3:36])[CH3:37])=[O:20]. The catalyst class is: 3.